From a dataset of Reaction yield outcomes from USPTO patents with 853,638 reactions. Predict the reaction yield, written as a fraction of the theoretical maximum amount of product (1.0 means a 100% yield; for example, 0.34 means a 34% yield). (1) The reactants are [CH2:1]([N:4]([CH2:17][C:18]([OH:20])=O)[NH:5][C:6](=[O:16])[NH:7][C@H:8]([C:10]1[CH:15]=[CH:14][CH:13]=[CH:12][CH:11]=1)[CH3:9])[CH:2]=[CH2:3].[NH2:21][C@@H:22]([CH2:46][C:47]1[CH:52]=[CH:51][C:50]([O:53][C:54]([CH3:57])([CH3:56])[CH3:55])=[CH:49][CH:48]=1)[C:23]([N:25]([C@@H:37]([CH3:45])[CH:38]([O:42][CH2:43][CH3:44])[O:39][CH2:40][CH3:41])[CH2:26][C:27]1[CH:28]=[CH:29][CH:30]=[C:31]2[C:36]=1[N:35]=[CH:34][CH:33]=[CH:32]2)=[O:24]. No catalyst specified. The product is [CH2:1]([N:4]([CH2:17][C:18]([NH:21][C@@H:22]([CH2:46][C:47]1[CH:52]=[CH:51][C:50]([O:53][C:54]([CH3:57])([CH3:56])[CH3:55])=[CH:49][CH:48]=1)[C:23]([N:25]([C@@H:37]([CH3:45])[CH:38]([O:39][CH2:40][CH3:41])[O:42][CH2:43][CH3:44])[CH2:26][C:27]1[CH:28]=[CH:29][CH:30]=[C:31]2[C:36]=1[N:35]=[CH:34][CH:33]=[CH:32]2)=[O:24])=[O:20])[NH:5][C:6]([NH:7][C@H:8]([C:10]1[CH:11]=[CH:12][CH:13]=[CH:14][CH:15]=1)[CH3:9])=[O:16])[CH:2]=[CH2:3]. The yield is 0.810. (2) The reactants are Cl[C:2]1[N:9]=[CH:8][CH:7]=[C:6]([C:10]2[CH:15]=[CH:14][CH:13]=[CH:12][CH:11]=2)[C:3]=1[C:4]#[N:5].O.[NH2:17][NH2:18]. The catalyst is C(O)C.O. The product is [C:10]1([C:6]2[CH:7]=[CH:8][N:9]=[C:2]3[NH:17][N:18]=[C:4]([NH2:5])[C:3]=23)[CH:11]=[CH:12][CH:13]=[CH:14][CH:15]=1. The yield is 0.890. (3) The reactants are [OH:1][C:2]1[CH:7]=[CH:6][C:5]([C:8]2[C:12](=[O:13])[C:11]([CH3:15])([CH3:14])[O:10][C:9]=2[C:16]2[CH:23]=[CH:22][C:19]([C:20]#[N:21])=[CH:18][CH:17]=2)=[CH:4][CH:3]=1.C(=O)([O-])[O-].[Cs+].[Cs+].CN(C=O)C.Cl[CH2:36][C:37]1[N:38]=[C:39]2[CH:44]=[CH:43][CH:42]=[CH:41][N:40]2[CH:45]=1. The catalyst is O. The product is [N:38]1[C:37]([CH2:36][O:1][C:2]2[CH:3]=[CH:4][C:5]([C:8]3[C:12](=[O:13])[C:11]([CH3:14])([CH3:15])[O:10][C:9]=3[C:16]3[CH:17]=[CH:18][C:19]([C:20]#[N:21])=[CH:22][CH:23]=3)=[CH:6][CH:7]=2)=[CH:45][N:40]2[CH:41]=[CH:42][CH:43]=[CH:44][C:39]=12. The yield is 0.600. (4) The yield is 0.0500. The reactants are CO[C:3](=[O:22])[CH2:4][C:5]1[N:9]2[CH:10]=[C:11]([CH3:14])[CH:12]=[CH:13][C:8]2=[N:7][C:6]=1[C:15]1[CH:20]=[CH:19][C:18]([CH3:21])=[CH:17][CH:16]=1.C[Si](C)(C)[N-][Si](C)(C)C.[K+].[S:33]1[CH:37]=[CH:36][CH:35]=[C:34]1[CH2:38]C(Cl)=O.Cl.C([O-])([O-])=O.[K+].[K+]. The catalyst is C1COCC1.CC(O)=O. The product is [CH3:14][C:11]1[CH:12]=[CH:13][C:8]2[N:9]([C:5]([CH2:4][C:3](=[O:22])[CH2:38][C:34]3[S:33][CH:37]=[CH:36][CH:35]=3)=[C:6]([C:15]3[CH:20]=[CH:19][C:18]([CH3:21])=[CH:17][CH:16]=3)[N:7]=2)[CH:10]=1. (5) The reactants are [C:1]([C:4]1[CH:11]=[C:10]([Cl:12])[C:7]([C:8]#[N:9])=[C:6](I)[C:5]=1[O:14][CH2:15][CH3:16])(=[O:3])[CH3:2].Cl.[CH3:18][O:19][CH:20]1[CH2:23][NH:22][CH2:21]1.C(=O)([O-])[O-].[Cs+].[Cs+].CC1(C)C2C=CC=C(P(C3C=CC=CC=3)C3C=CC=CC=3)C=2OC2C1=CC=CC=2P(C1C=CC=CC=1)C1C=CC=CC=1. The catalyst is O1CCOCC1.C1C=CC(/C=C/C(/C=C/C2C=CC=CC=2)=O)=CC=1.C1C=CC(/C=C/C(/C=C/C2C=CC=CC=2)=O)=CC=1.C1C=CC(/C=C/C(/C=C/C2C=CC=CC=2)=O)=CC=1.[Pd].[Pd]. The product is [C:1]([C:4]1[CH:11]=[C:10]([Cl:12])[C:7]([C:8]#[N:9])=[C:6]([N:22]2[CH2:23][CH:20]([O:19][CH3:18])[CH2:21]2)[C:5]=1[O:14][CH2:15][CH3:16])(=[O:3])[CH3:2]. The yield is 0.700. (6) The reactants are [F:1][CH:2]([F:36])[C:3]1[CH:8]=[CH:7][C:6]([C:9]2[S:13][C:12]3[CH:14]=[C:15]([O:18]C)[CH:16]=[CH:17][C:11]=3[C:10]=2[O:20][C:21]2[CH:26]=[CH:25][C:24](/[CH:27]=[CH:28]/[C:29]([O:31][C:32]([CH3:35])([CH3:34])[CH3:33])=[O:30])=[CH:23][CH:22]=2)=[CH:5][CH:4]=1.C1(S)C=CC=CC=1.C([O-])([O-])=O.[K+].[K+]. The catalyst is CN1CCCC1=O. The product is [F:36][CH:2]([F:1])[C:3]1[CH:4]=[CH:5][C:6]([C:9]2[S:13][C:12]3[CH:14]=[C:15]([OH:18])[CH:16]=[CH:17][C:11]=3[C:10]=2[O:20][C:21]2[CH:26]=[CH:25][C:24](/[CH:27]=[CH:28]/[C:29]([O:31][C:32]([CH3:34])([CH3:33])[CH3:35])=[O:30])=[CH:23][CH:22]=2)=[CH:7][CH:8]=1. The yield is 0.620.